From a dataset of M1 muscarinic receptor antagonist screen with 61,756 compounds. Binary Classification. Given a drug SMILES string, predict its activity (active/inactive) in a high-throughput screening assay against a specified biological target. (1) The compound is S(c1nc(CC(C)C)ccc1C#N)CC(=O)N. The result is 0 (inactive). (2) The compound is O(Cc1cc2c([nH]c1=O)c(ccc2)C)C(=O)Cc1ccc(OC)cc1. The result is 0 (inactive).